From a dataset of Catalyst prediction with 721,799 reactions and 888 catalyst types from USPTO. Predict which catalyst facilitates the given reaction. (1) Reactant: O[CH2:2][C:3]1[N:7]2[CH:8]=[CH:9][CH:10]=[CH:11][C:6]2=[N:5][C:4]=1[C:12]([O:14][CH2:15][CH3:16])=[O:13].S(Cl)([Cl:19])=O. Product: [ClH:19].[Cl:19][CH2:2][C:3]1[N:7]2[CH:8]=[CH:9][CH:10]=[CH:11][C:6]2=[N:5][C:4]=1[C:12]([O:14][CH2:15][CH3:16])=[O:13]. The catalyst class is: 22. (2) Reactant: [Cl:1][C:2]1[N:7]=[CH:6][N:5]=[C:4]([NH:8][C:9](=[O:17])OC2C=CC=CC=2)[CH:3]=1.[NH2:18][C:19]1[C:20]([F:33])=[C:21]([NH:26][S:27]([CH2:30][CH2:31][CH3:32])(=[O:29])=[O:28])[CH:22]=[CH:23][C:24]=1[Cl:25]. Product: [Cl:25][C:24]1[CH:23]=[CH:22][C:21]([NH:26][S:27]([CH2:30][CH2:31][CH3:32])(=[O:28])=[O:29])=[C:20]([F:33])[C:19]=1[NH:18][C:9]([NH:8][C:4]1[CH:3]=[C:2]([Cl:1])[N:7]=[CH:6][N:5]=1)=[O:17]. The catalyst class is: 26. (3) Reactant: COCCOC[O:7][C:8]1[CH:9]=[C:10]([CH:14]([O:17][C:18]2[CH:25]=[CH:24][C:21]([C:22]#[N:23])=[C:20]([C:26]([F:29])([F:28])[F:27])[CH:19]=2)[CH2:15][CH3:16])[CH:11]=[N:12][CH:13]=1.C1COCC1. Product: [OH:7][C:8]1[CH:9]=[C:10]([CH:14]([O:17][C:18]2[CH:25]=[CH:24][C:21]([C:22]#[N:23])=[C:20]([C:26]([F:29])([F:27])[F:28])[CH:19]=2)[CH2:15][CH3:16])[CH:11]=[N:12][CH:13]=1. The catalyst class is: 209. (4) Reactant: [CH3:1][C:2]1[C:7]2[C:8]([C:11]3[CH:16]=[CH:15][C:14]([CH3:17])=[CH:13][CH:12]=3)=[CH:9][O:10][C:6]=2[C:5]([CH3:18])=[C:4]([CH3:19])[CH:3]=1. Product: [CH3:1][C:2]1[C:7]2[CH:8]([C:11]3[CH:16]=[CH:15][C:14]([CH3:17])=[CH:13][CH:12]=3)[CH2:9][O:10][C:6]=2[C:5]([CH3:18])=[C:4]([CH3:19])[CH:3]=1. The catalyst class is: 36. (5) Reactant: Br[C:2]1[C:6]([CH3:8])([CH3:7])[O:5]/[C:4](=[C:9]2/[C:10](=[O:19])[NH:11][C:12]3[C:17]/2=[CH:16][C:15]([F:18])=[CH:14][CH:13]=3)/[CH:3]=1.[CH:20]([C:22]1[CH:27]=[CH:26][C:25](B(O)O)=[CH:24][CH:23]=1)=[O:21].C(=O)([O-])[O-].[K+].[K+].C(OCC)(=O)C. Product: [F:18][C:15]1[CH:16]=[C:17]2[C:12](=[CH:13][CH:14]=1)[NH:11][C:10](=[O:19])/[C:9]/2=[C:4]1\[CH:3]=[C:2]([C:25]2[CH:26]=[CH:27][C:22]([CH:20]=[O:21])=[CH:23][CH:24]=2)[C:6]([CH3:8])([CH3:7])[O:5]\1. The catalyst class is: 20. (6) Reactant: [CH2:1]([C:3]1[CH:12]=[C:11]([CH3:13])[C:10]2[C:9](=[O:14])[NH:8][C@H:7]3[CH2:15][N:16]([C:18]([O:20][C:21]([CH3:24])([CH3:23])[CH3:22])=[O:19])[CH2:17][C@@H:6]3[C:5]=2[CH:4]=1)[CH3:2].Cl. Product: [CH2:1]([C:3]1[CH:12]=[C:11]([CH3:13])[C:10]2[C:9](=[O:14])[NH:8][C@@H:7]3[CH2:15][N:16]([C:18]([O:20][C:21]([CH3:22])([CH3:24])[CH3:23])=[O:19])[CH2:17][C@H:6]3[C:5]=2[CH:4]=1)[CH3:2]. The catalyst class is: 27. (7) Product: [N:4]1[S:8][N:7]=[C:6]2[CH:9]=[C:10]([C:13]([OH:15])=[O:14])[CH:11]=[CH:12][C:5]=12. Reactant: C(O)C.[N:4]1[S:8][N:7]=[C:6]2[CH:9]=[C:10]([C:13]([O:15]C)=[O:14])[CH:11]=[CH:12][C:5]=12.Cl. The catalyst class is: 6.